Dataset: Blood-brain barrier permeability classification from the B3DB database. Task: Regression/Classification. Given a drug SMILES string, predict its absorption, distribution, metabolism, or excretion properties. Task type varies by dataset: regression for continuous measurements (e.g., permeability, clearance, half-life) or binary classification for categorical outcomes (e.g., BBB penetration, CYP inhibition). Dataset: b3db_classification. (1) The result is 0 (does not penetrate BBB). The drug is CN(C)C1C(=O)C(C(N)=O)=C(O)C2(O)C(=O)C3=C(O)c4c(ccc(N)c4O)CC3CC12. (2) The compound is COC1C=COC2(C)Oc3c(C)c(O)c4c(O)c(c(C=NN5CCN(C)CC5)c(O)c4c3C2=O)NC(=O)C(C)=CC=CC(C)C(O)C(C)C(O)C(C)C(OC(C)=O)C1C. The result is 0 (does not penetrate BBB). (3) The result is 1 (penetrates BBB). The drug is CC(C)CCOC(CN1CCCC1)c1ccccc1. (4) The molecule is O=C1N(Cc2ccccc2)C2C[S+]3CCCC3C2N1Cc1ccccc1. The result is 0 (does not penetrate BBB). (5) The molecule is CC[N+](CC)(CC)CCOc1cccc(OCC[N+](CC)(CC)CC)c1OCC[N+](CC)(CC)CC. The result is 0 (does not penetrate BBB). (6) The compound is CC[C@@]1(c2ccc(N)cc2)CCC(=O)NC1=O. The result is 1 (penetrates BBB).